From a dataset of Reaction yield outcomes from USPTO patents with 853,638 reactions. Predict the reaction yield, written as a fraction of the theoretical maximum amount of product (1.0 means a 100% yield; for example, 0.34 means a 34% yield). (1) The reactants are [Cl:1][C:2]1[CH:7]=[CH:6][C:5]([N+:8]([O-])=O)=[C:4]([CH:11]([F:13])[F:12])[CH:3]=1.Cl. The catalyst is C(O)C. The product is [Cl:1][C:2]1[CH:7]=[CH:6][C:5]([NH2:8])=[C:4]([CH:11]([F:12])[F:13])[CH:3]=1. The yield is 0.760. (2) The reactants are C(P1(=O)OP(CCC)(=O)OP(CCC)(=O)O1)CC.[C:19]([O:23][C:24]([N:26]1[CH2:35][CH2:34][C:33]2[C:28](=[CH:29][CH:30]=[C:31]([O:36][CH2:37][CH3:38])[CH:32]=2)[CH:27]1[C:39]([OH:41])=O)=[O:25])([CH3:22])([CH3:21])[CH3:20].[CH2:42]([O:44][CH2:45][C:46]([C:49]1[C:55]([F:56])=[CH:54][C:52]([NH2:53])=[CH:51][C:50]=1[F:57])([CH3:48])[CH3:47])[CH3:43].CCN(C(C)C)C(C)C. The catalyst is CN(C1C=CN=CC=1)C.C(OCC)(=O)C.O. The product is [CH2:37]([O:36][C:31]1[CH:32]=[C:33]2[C:28](=[CH:29][CH:30]=1)[CH:27]([C:39](=[O:41])[NH:53][C:52]1[CH:51]=[C:50]([F:57])[C:49]([C:46]([CH3:48])([CH3:47])[CH2:45][O:44][CH2:42][CH3:43])=[C:55]([F:56])[CH:54]=1)[N:26]([C:24]([O:23][C:19]([CH3:22])([CH3:21])[CH3:20])=[O:25])[CH2:35][CH2:34]2)[CH3:38]. The yield is 0.502. (3) No catalyst specified. The product is [CH:26]1([C:24]([NH:23][C@@H:22]2[C@H:18]3[O:17][CH2:16][C@H:15]([NH:14][C:11]([C:2]4[CH:3]=[CH:4][C:5]5[CH2:6][CH2:7][CH2:8][CH2:9][C:10]=5[CH:1]=4)=[O:13])[C@H:19]3[O:20][CH2:21]2)=[O:25])[CH2:27][CH2:28]1. The yield is 0.541. The reactants are [CH:1]1[C:10]2[CH2:9][CH2:8][CH2:7][CH2:6][C:5]=2[CH:4]=[CH:3][C:2]=1[C:11]([OH:13])=O.[NH2:14][C@@H:15]1[C@H:19]2[O:20][CH2:21][C@H:22]([NH:23][C:24]([CH:26]3[CH2:28][CH2:27]3)=[O:25])[C@H:18]2[O:17][CH2:16]1. (4) The reactants are CN1CCOCC1.CN(C(ON1N=NC2C=CC=NC1=2)=[N+](C)C)C.F[P-](F)(F)(F)(F)F.[NH:32]1[CH2:37][CH2:36][O:35][CH2:34][CH2:33]1.[I:38][C:39]1[N:43]2[CH:44]=[C:45]([C:48]3[CH:56]=[CH:55][C:51]([C:52](O)=[O:53])=[CH:50][CH:49]=3)[N:46]=[CH:47][C:42]2=[N:41][CH:40]=1. The catalyst is CN(C=O)C.O. The product is [I:38][C:39]1[N:43]2[CH:44]=[C:45]([C:48]3[CH:49]=[CH:50][C:51]([C:52]([N:32]4[CH2:37][CH2:36][O:35][CH2:34][CH2:33]4)=[O:53])=[CH:55][CH:56]=3)[N:46]=[CH:47][C:42]2=[N:41][CH:40]=1. The yield is 0.650. (5) The reactants are [CH:1]1([CH2:6][N:7]([CH2:29][CH3:30])[C:8]2[C:9]([CH2:16][NH:17][C:18]3[N:23]=[CH:22][C:21]([O:24][CH2:25][CH2:26][S:27][CH3:28])=[CH:20][N:19]=3)=[N:10][C:11]([O:14][CH3:15])=[CH:12][CH:13]=2)[CH2:5][CH2:4][CH2:3][CH2:2]1.[H-].[Na+].Br[CH2:34][C:35]1[CH:36]=[C:37]([CH:40]=[C:41]([C:43]([F:46])([F:45])[F:44])[CH:42]=1)[C:38]#[N:39].O. The catalyst is CN(C)C=O. The product is [CH:1]1([CH2:6][N:7]([CH2:29][CH3:30])[C:8]2[C:9]([CH2:16][N:17]([C:18]3[N:23]=[CH:22][C:21]([O:24][CH2:25][CH2:26][S:27][CH3:28])=[CH:20][N:19]=3)[CH2:34][C:35]3[CH:36]=[C:37]([CH:40]=[C:41]([C:43]([F:44])([F:45])[F:46])[CH:42]=3)[C:38]#[N:39])=[N:10][C:11]([O:14][CH3:15])=[CH:12][CH:13]=2)[CH2:5][CH2:4][CH2:3][CH2:2]1. The yield is 0.780.